From a dataset of hERG potassium channel inhibition data for cardiac toxicity prediction from Karim et al.. Regression/Classification. Given a drug SMILES string, predict its toxicity properties. Task type varies by dataset: regression for continuous values (e.g., LD50, hERG inhibition percentage) or binary classification for toxic/non-toxic outcomes (e.g., AMES mutagenicity, cardiotoxicity, hepatotoxicity). Dataset: herg_karim. (1) The drug is CCCCCCCN(CC)CC#CCOC(c1ccccc1)c1ccccc1. The result is 1 (blocker). (2) The compound is CC[N+](CC)(CC)CC. The result is 0 (non-blocker). (3) The compound is O=C(NCCc1ccccn1)[C@@H]1Cc2ccccc2CN1S(=O)(=O)c1ccc2ccccc2c1. The result is 0 (non-blocker). (4) The drug is NC[C@H]1C[C@@H]1c1cc(Cl)ccc1OCCF. The result is 1 (blocker). (5) The compound is CCN(C)C(=O)c1ccc([C@H](c2cccnc2)N2CCN(Cc3ccccn3)CC2)cc1. The result is 0 (non-blocker). (6) The drug is O=c1cc(OCc2ccccc2)ccn1-c1ccc2c(cnn2CCN2CCOCC2)c1. The result is 0 (non-blocker).